Task: Predict the reaction yield, written as a fraction of the theoretical maximum amount of product (1.0 means a 100% yield; for example, 0.34 means a 34% yield).. Dataset: Reaction yield outcomes from USPTO patents with 853,638 reactions (1) The reactants are C1(P(C2C=CC=CC=2)C2C=CC=CC=2)C=CC=CC=1.II.CCN(CC)CC.[Cl:29][C:30]1[C:31]([CH3:58])=[C:32]([NH:38][C@H:39]([C:54]([OH:57])([CH3:56])[CH3:55])[C:40]([NH:42][NH:43][C:44](=[O:53])[C:45]2[CH:50]=[CH:49][C:48]([C:51]#[N:52])=[CH:47][CH:46]=2)=O)[CH:33]=[CH:34][C:35]=1[C:36]#[N:37]. The catalyst is C(Cl)Cl.C1COCC1. The product is [Cl:29][C:30]1[C:31]([CH3:58])=[C:32]([NH:38][C@@H:39]([C:40]2[O:53][C:44]([C:45]3[CH:46]=[CH:47][C:48]([C:51]#[N:52])=[CH:49][CH:50]=3)=[N:43][N:42]=2)[C:54]([OH:57])([CH3:55])[CH3:56])[CH:33]=[CH:34][C:35]=1[C:36]#[N:37]. The yield is 0.900. (2) The reactants are [CH3:1][S:2](Cl)(=[O:4])=[O:3].[Br:6][C:7]1[CH:8]=[C:9]([CH:11]=[CH:12][C:13]=1[O:14][CH3:15])[NH2:10]. The catalyst is N1C=CC=CC=1. The product is [Br:6][C:7]1[CH:8]=[C:9]([NH:10][S:2]([CH3:1])(=[O:4])=[O:3])[CH:11]=[CH:12][C:13]=1[O:14][CH3:15]. The yield is 0.992. (3) The reactants are C(OC(=O)[NH:7][CH2:8][C:9]1[CH:14]=[CH:13][CH:12]=[C:11]([CH:15]2[CH2:20][CH2:19][N:18]([C:21](=[O:47])[CH2:22][C@@H:23]3[N:29]=[C:28]([C:30]4[CH:35]=[CH:34][C:33]([Cl:36])=[CH:32][CH:31]=4)[C:27]4[CH:37]=[C:38]([O:41][CH3:42])[CH:39]=[CH:40][C:26]=4[N:25]4[C:43]([CH3:46])=[N:44][N:45]=[C:24]34)[CH2:17][CH2:16]2)[CH:10]=1)(C)(C)C.C(O)(C(F)(F)F)=O. The catalyst is C(Cl)Cl. The product is [NH2:7][CH2:8][C:9]1[CH:10]=[C:11]([CH:15]2[CH2:16][CH2:17][N:18]([C:21](=[O:47])[CH2:22][C@@H:23]3[N:29]=[C:28]([C:30]4[CH:35]=[CH:34][C:33]([Cl:36])=[CH:32][CH:31]=4)[C:27]4[CH:37]=[C:38]([O:41][CH3:42])[CH:39]=[CH:40][C:26]=4[N:25]4[C:43]([CH3:46])=[N:44][N:45]=[C:24]34)[CH2:19][CH2:20]2)[CH:12]=[CH:13][CH:14]=1. The yield is 0.590. (4) The reactants are [CH:1]1([O:6][C:7]2[CH:8]=[C:9]([CH:15]([N:20]3[C:28](=[O:29])[C:27]4[C:22](=[CH:23][CH:24]=[CH:25][C:26]=4[NH2:30])C3=O)[CH2:16][C:17](=[O:19])[CH3:18])[CH:10]=[CH:11][C:12]=2[O:13][CH3:14])[CH2:5][CH2:4][CH2:3][CH2:2]1.[CH3:32]OC1CCC(OC)O1.[C:41]([OH:44])(=O)[CH3:42].Cl[CH2:46][CH2:47]Cl. The catalyst is C(Cl)Cl. The product is [CH:1]1([O:6][C:7]2[CH:8]=[C:9]([CH:15]([N:20]3[C:41](=[O:44])[C:42]4[C:27](=[CH:22][CH:23]=[CH:24][C:25]=4[C:26]4[NH:30][CH:32]=[CH:46][CH:47]=4)[C:28]3=[O:29])[CH2:16][C:17](=[O:19])[CH3:18])[CH:10]=[CH:11][C:12]=2[O:13][CH3:14])[CH2:2][CH2:3][CH2:4][CH2:5]1. The yield is 0.910. (5) The product is [CH3:64][C:54]1[CH:59]=[CH:58][C:57]([S:60]([O:43][CH2:42][C@H:14]2[CH2:15][C@@H:16]([O:34][Si:35]([C:38]([CH3:41])([CH3:40])[CH3:39])([CH3:37])[CH3:36])[C@H:17](/[CH:18]=[CH:19]/[C@@H:20]([O:26][Si:27]([C:30]([CH3:31])([CH3:32])[CH3:33])([CH3:28])[CH3:29])[CH2:21][CH2:22][CH2:23][CH2:24][CH3:25])[C@H:13]2[CH2:12][C:11]2[CH:44]=[CH:45][CH:46]=[C:9]([O:8][CH2:1][C:2]3[CH:7]=[CH:6][CH:5]=[CH:4][CH:3]=3)[CH:10]=2)(=[O:62])=[O:61])=[CH:56][CH:55]=1. The catalyst is C(Cl)Cl. The reactants are [CH2:1]([O:8][C:9]1[CH:10]=[C:11]([CH:44]=[CH:45][CH:46]=1)[CH2:12][C@@H:13]1[C@@H:17](/[CH:18]=[CH:19]/[C@@H:20]([O:26][Si:27]([C:30]([CH3:33])([CH3:32])[CH3:31])([CH3:29])[CH3:28])[CH2:21][CH2:22][CH2:23][CH2:24][CH3:25])[C@H:16]([O:34][Si:35]([C:38]([CH3:41])([CH3:40])[CH3:39])([CH3:37])[CH3:36])[CH2:15][C@@H:14]1[CH2:42][OH:43])[C:2]1[CH:7]=[CH:6][CH:5]=[CH:4][CH:3]=1.C(N(CC)CC)C.[C:54]1([CH3:64])[CH:59]=[CH:58][C:57]([S:60](Cl)(=[O:62])=[O:61])=[CH:56][CH:55]=1.C(=O)(O)[O-].[Na+]. The yield is 0.850. (6) The product is [F:1][C:2]1[CH:3]=[CH:4][C:5]([C:8]2[C:16]3[C:11](=[CH:12][CH:13]=[C:14]([C:17]([NH:49][CH2:43][CH:44]4[CH2:45][CH2:46][CH2:47][O:48]4)=[O:19])[CH:15]=3)[NH:10][N:9]=2)=[CH:6][CH:7]=1. The catalyst is O1CCCC1.O.CN(C)C=O. The reactants are [F:1][C:2]1[CH:7]=[CH:6][C:5]([C:8]2[C:16]3[C:11](=[CH:12][CH:13]=[C:14]([C:17]([OH:19])=O)[CH:15]=3)[NH:10][N:9]=2)=[CH:4][CH:3]=1.O.ON1C2C=CC=CC=2N=N1.Cl.CN(C)CCCN=C=NCC.[CH2:43]([NH2:49])[CH:44]1[O:48][CH2:47][CH2:46][CH2:45]1. The yield is 0.740. (7) The reactants are C[O:2][C:3]([C:5]1[CH:10]=[C:9]([Br:11])[C:8](=[O:12])[N:7]([CH3:13])[C:6]=1[NH:14][C:15]1[CH:20]=[CH:19][C:18]([Br:21])=[CH:17][C:16]=1[F:22])=[O:4].COC(C1C=CC(=O)N(C)C=1NC1C=CC(Br)=CC=1F)=O.BrN1C(=O)CCC1=O. The catalyst is CN(C=O)C. The product is [Br:11][C:9]1[C:8](=[O:12])[N:7]([CH3:13])[C:6]([NH:14][C:15]2[CH:20]=[CH:19][C:18]([Br:21])=[CH:17][C:16]=2[F:22])=[C:5]([C:3]([OH:4])=[O:2])[CH:10]=1. The yield is 0.850.